Dataset: Reaction yield outcomes from USPTO patents with 853,638 reactions. Task: Predict the reaction yield, written as a fraction of the theoretical maximum amount of product (1.0 means a 100% yield; for example, 0.34 means a 34% yield). (1) The reactants are [Br:1][C:2]1[S:6][C:5]([S:7](Cl)(=[O:9])=[O:8])=[CH:4][CH:3]=1.[CH2:11]([CH2:13][NH2:14])[OH:12].C([O-])(O)=O.[Na+]. The catalyst is ClCCl. The product is [OH:12][CH2:11][CH2:13][NH:14][S:7]([C:5]1[S:6][C:2]([Br:1])=[CH:3][CH:4]=1)(=[O:9])=[O:8]. The yield is 0.930. (2) The reactants are [C:1]([OH:6])(=[O:5])/[CH:2]=[CH:3]/[CH3:4].C(=O)([O-])[O-].[K+].[K+].[CH2:13](Br)[C:14]1[CH:19]=[CH:18][CH:17]=[CH:16][CH:15]=1.C(OCC)(=O)C. The catalyst is CN(C)C=O. The product is [C:1]([O:6][CH2:13][C:14]1[CH:19]=[CH:18][CH:17]=[CH:16][CH:15]=1)(=[O:5])/[CH:2]=[CH:3]/[CH3:4]. The yield is 0.994. (3) The reactants are [Br:1][C:2]1[C:11]([S:12]([N:15]([CH2:21][C:22]2[CH:27]=[CH:26][C:25]([O:28][CH3:29])=[CH:24][CH:23]=2)[C:16]2[S:17][CH:18]=[CH:19][N:20]=2)(=[O:14])=[O:13])=[CH:10][C:5]2[O:6][CH2:7][CH2:8][NH:9][C:4]=2[CH:3]=1.Br[C:31]1[CH:36]=[CH:35][C:34]([C:37]([F:40])([F:39])[F:38])=[CH:33][C:32]=1[O:41][CH3:42].CC1(C)C2C(=C(P(C3C=CC=CC=3)C3C=CC=CC=3)C=CC=2)OC2C(P(C3C=CC=CC=3)C3C=CC=CC=3)=CC=CC1=2.C(=O)([O-])[O-].[Cs+].[Cs+]. The catalyst is C1C=CC(/C=C/C(/C=C/C2C=CC=CC=2)=O)=CC=1.C1C=CC(/C=C/C(/C=C/C2C=CC=CC=2)=O)=CC=1.C1C=CC(/C=C/C(/C=C/C2C=CC=CC=2)=O)=CC=1.[Pd].[Pd]. The product is [Br:1][C:2]1[C:11]([S:12]([N:15]([CH2:21][C:22]2[CH:27]=[CH:26][C:25]([O:28][CH3:29])=[CH:24][CH:23]=2)[C:16]2[S:17][CH:18]=[CH:19][N:20]=2)(=[O:14])=[O:13])=[CH:10][C:5]2[O:6][CH2:7][CH2:8][N:9]([C:31]3[CH:36]=[CH:35][C:34]([C:37]([F:40])([F:39])[F:38])=[CH:33][C:32]=3[O:41][CH3:42])[C:4]=2[CH:3]=1. The yield is 0.462. (4) The reactants are [CH:1]1[C:10]2[C:5](=[CH:6][CH:7]=[CH:8][CH:9]=2)[CH:4]=[CH:3][N:2]=1. The catalyst is [Pd].C(O)(C(F)(F)F)=O. The product is [CH:1]1[C:10]2[CH2:9][CH2:8][CH2:7][CH2:6][C:5]=2[CH:4]=[CH:3][N:2]=1. The yield is 0.320.